From a dataset of Catalyst prediction with 721,799 reactions and 888 catalyst types from USPTO. Predict which catalyst facilitates the given reaction. Reactant: C([O:8][C@H:9]1[C@H:16]([O:17]CC2C=CC=CC=2)[C@@H:15]([O:25]CC2C=CC=CC=2)[C@H:14]([C:33]2[CH:38]=[CH:37][C:36]([Cl:39])=[C:35]([CH2:40][C:41]3[CH:46]=[CH:45][C:44]([CH2:47][CH3:48])=[CH:43][CH:42]=3)[CH:34]=2)[C:11]2([CH2:13][CH2:12]2)[C@@H:10]1[CH2:49][O:50]CC1C=CC=CC=1)C1C=CC=CC=1.ClC1C=CC=CC=1Cl.[H][H]. Product: [Cl:39][C:36]1[CH:37]=[CH:38][C:33]([C@H:14]2[C@H:15]([OH:25])[C@@H:16]([OH:17])[C@H:9]([OH:8])[C@@H:10]([CH2:49][OH:50])[C:11]32[CH2:12][CH2:13]3)=[CH:34][C:35]=1[CH2:40][C:41]1[CH:42]=[CH:43][C:44]([CH2:47][CH3:48])=[CH:45][CH:46]=1. The catalyst class is: 358.